The task is: Predict the reactants needed to synthesize the given product.. This data is from Full USPTO retrosynthesis dataset with 1.9M reactions from patents (1976-2016). (1) The reactants are: Cl[C:2]1[CH:3]=[C:4]2[C:9](=[N:10][CH:11]=1)[NH:8][C:7](=[O:12])[C:6]1[CH:13]=[CH:14][CH:15]=[CH:16][C:5]2=1.F[C:18]1[CH:25]=[CH:24][C:21]([CH2:22][NH2:23])=[CH:20][CH:19]=1.C1(P(C2CCCCC2)C2C=CC=CC=2C2C(C(C)C)=CC(C(C)C)=CC=2C(C)C)CCCCC1.C[C:61](C)([O-:63])C.[Na+]. Given the product [CH3:61][O:63][C:24]1[CH:25]=[CH:18][CH:19]=[CH:20][C:21]=1[CH2:22][NH:23][C:2]1[CH:3]=[C:4]2[C:9](=[N:10][CH:11]=1)[NH:8][C:7](=[O:12])[C:6]1[CH:13]=[CH:14][CH:15]=[CH:16][C:5]2=1, predict the reactants needed to synthesize it. (2) Given the product [CH3:12][O:13][C:14]1[CH:15]=[CH:16][C:17]([C:18]([C:20]2[CH:21]=[CH:22][C:23]([C:24]([NH:31][C:32]3[CH:37]=[CH:36][N:35]=[CH:34][CH:33]=3)=[O:26])=[CH:27][CH:28]=2)=[O:19])=[CH:29][CH:30]=1, predict the reactants needed to synthesize it. The reactants are: NC(C1SC(C(O)=O)=CC=1)C.[CH3:12][O:13][C:14]1[CH:30]=[CH:29][C:17]([C:18]([C:20]2[CH:28]=[CH:27][C:23]([C:24]([OH:26])=O)=[CH:22][CH:21]=2)=[O:19])=[CH:16][CH:15]=1.[NH2:31][C:32]1[CH:37]=[CH:36][N:35]=[CH:34][CH:33]=1. (3) The reactants are: [CH:1]1([CH:7]([NH:30][C:31]2[CH:39]=[CH:38][C:34](C(O)=O)=[CH:33][CH:32]=2)[C:8]2[CH:12]=[C:11]([C:13]3[CH:14]=[N:15][C:16]([O:19][CH2:20][CH2:21][CH2:22][N:23]4[CH2:27][CH2:26][CH2:25][C:24]4=[O:28])=[CH:17][CH:18]=3)[O:10][C:9]=2[CH3:29])[CH2:6][CH2:5][CH2:4][CH2:3][CH2:2]1.[CH3:40][NH:41][CH2:42][CH2:43][C:44]([O:46]CC)=[O:45].Cl.C(N=C=NCCCN(C)C)C.O.[OH:62][C:63]1C2N=NNC=2C=CC=1. Given the product [CH:1]1([CH:7]([NH:30][C:31]2[CH:32]=[CH:33][C:34]([C:63]([N:41]([CH3:40])[CH2:42][CH2:43][C:44]([OH:46])=[O:45])=[O:62])=[CH:38][CH:39]=2)[C:8]2[CH:12]=[C:11]([C:13]3[CH:14]=[N:15][C:16]([O:19][CH2:20][CH2:21][CH2:22][N:23]4[CH2:27][CH2:26][CH2:25][C:24]4=[O:28])=[CH:17][CH:18]=3)[O:10][C:9]=2[CH3:29])[CH2:6][CH2:5][CH2:4][CH2:3][CH2:2]1, predict the reactants needed to synthesize it.